From a dataset of Full USPTO retrosynthesis dataset with 1.9M reactions from patents (1976-2016). Predict the reactants needed to synthesize the given product. (1) Given the product [CH3:27][C:25]([C:19]1[CH:24]=[CH:23][CH:22]=[CH:21][CH:20]=1)=[CH2:26], predict the reactants needed to synthesize it. The reactants are: C1(O)C=CC=CC=1.C1(O)C=CC=CC=1.CC(C)=O.[C:19]1([CH:25]([CH3:27])[CH3:26])[CH:24]=[CH:23][CH:22]=[CH:21][CH:20]=1.[O-]O.C1(C(C)C)C=CC=CC=1.CC(C)(C1C=CC=CC=1)O. (2) Given the product [C:15]1([CH:14]([C:21]2[CH:26]=[CH:25][CH:24]=[CH:23][CH:22]=2)[CH2:13][NH:12][C:10]2[C:9]3[C:4](=[CH:5][CH:6]=[CH:7][CH:8]=3)[N:3]=[C:2]([C:41]3[CH:40]=[C:39]4[C:44](=[CH:43][CH:42]=3)[N:36]([S:33]([C:27]3[CH:32]=[CH:31][CH:30]=[CH:29][CH:28]=3)(=[O:35])=[O:34])[CH:37]=[CH:38]4)[N:11]=2)[CH:20]=[CH:19][CH:18]=[CH:17][CH:16]=1, predict the reactants needed to synthesize it. The reactants are: Cl[C:2]1[N:11]=[C:10]([NH:12][CH2:13][CH:14]([C:21]2[CH:26]=[CH:25][CH:24]=[CH:23][CH:22]=2)[C:15]2[CH:20]=[CH:19][CH:18]=[CH:17][CH:16]=2)[C:9]2[C:4](=[CH:5][CH:6]=[CH:7][CH:8]=2)[N:3]=1.[C:27]1([S:33]([N:36]2[C:44]3[C:39](=[CH:40][C:41](B(O)O)=[CH:42][CH:43]=3)[CH:38]=[CH:37]2)(=[O:35])=[O:34])[CH:32]=[CH:31][CH:30]=[CH:29][CH:28]=1.C(NC1C2C(=CC=CC=2)N=C(C2SC3C=CC=CC=3C=2)N=1)(C1C=CC=CC=1)C1C=CC=CC=1. (3) Given the product [F:15][C:16]([F:27])([F:26])[C:17]([NH:1][C:2]1[CH:3]=[C:4]2[C:8](=[CH:9][CH:10]=1)[N:7]([CH3:11])[C:6](=[O:12])[C:5]12[CH2:13][CH2:14]1)=[O:18], predict the reactants needed to synthesize it. The reactants are: [NH2:1][C:2]1[CH:3]=[C:4]2[C:8](=[CH:9][CH:10]=1)[N:7]([CH3:11])[C:6](=[O:12])[C:5]12[CH2:14][CH2:13]1.[F:15][C:16]([F:27])([F:26])[C:17](O[C:17](=[O:18])[C:16]([F:27])([F:26])[F:15])=[O:18].CCN(CC)CC.Cl. (4) Given the product [CH3:3][CH:4]1[C:9](=[O:10])[CH:8]2[CH2:11][CH2:12][N:5]1[CH2:6][CH2:7]2, predict the reactants needed to synthesize it. The reactants are: O.Cl.[CH2:3]=[C:4]1[C:9](=[O:10])[CH:8]2[CH2:11][CH2:12][N:5]1[CH2:6][CH2:7]2.C([O-])([O-])=O.[K+].[K+]. (5) Given the product [N+:1]([C:4]1[C:5]([OH:23])=[CH:6][C:7]2[O:11][C:10]([C:12]3[CH:21]=[CH:20][C:15]([C:16]([OH:18])=[O:17])=[CH:14][CH:13]=3)=[N:9][C:8]=2[CH:22]=1)([O-:3])=[O:2], predict the reactants needed to synthesize it. The reactants are: [N+:1]([C:4]1[C:5]([OH:23])=[CH:6][C:7]2[O:11][C:10]([C:12]3[CH:21]=[CH:20][C:15]([C:16]([O:18]C)=[O:17])=[CH:14][CH:13]=3)=[N:9][C:8]=2[CH:22]=1)([O-:3])=[O:2].[OH-].[K+]. (6) Given the product [C:21]([O:20][C:18](=[O:19])[CH2:17][O:9][C:3]1[CH:4]=[CH:5][C:6]([F:8])=[CH:7][C:2]=1[Br:1])([CH3:24])([CH3:23])[CH3:22], predict the reactants needed to synthesize it. The reactants are: [Br:1][C:2]1[CH:7]=[C:6]([F:8])[CH:5]=[CH:4][C:3]=1[OH:9].C(=O)([O-])[O-].[K+].[K+].Br[CH2:17][C:18]([O:20][C:21]([CH3:24])([CH3:23])[CH3:22])=[O:19]. (7) Given the product [C:1]([O:5][C:6]([N:8]1[CH2:12][C@H:11]([F:13])[C@@H:10]([O:14][CH3:15])[C@H:9]1[C:16](=[O:18])[NH:49][C:48]1[CH:50]=[CH:51][CH:52]=[C:46]([Br:45])[C:47]=1[F:53])=[O:7])([CH3:2])([CH3:3])[CH3:4], predict the reactants needed to synthesize it. The reactants are: [C:1]([O:5][C:6]([N:8]1[CH2:12][C@H:11]([F:13])[C@@H:10]([O:14][CH3:15])[C@H:9]1[C:16]([OH:18])=O)=[O:7])([CH3:4])([CH3:3])[CH3:2].C(OC(N1C[C@@H](OC)[C@H](F)[C@H]1C(O)=O)=O)(C)(C)C.ClC(N(C)C)=C(C)C.[Br:45][C:46]1[C:47]([F:53])=[C:48]([CH:50]=[CH:51][CH:52]=1)[NH2:49].CCN(C(C)C)C(C)C. (8) Given the product [Cl:2][C:3]1[CH:8]=[CH:7][C:6]([S:9]([CH:12]([C:21]2[CH:26]=[C:25]([F:27])[CH:24]=[CH:23][C:22]=2[F:28])[C:13]2[N:18]=[CH:17][C:16]([CH2:19][NH:20][C:60](=[O:61])[CH2:59][NH:58][S:55]([C:52]3[CH:53]=[CH:54][C:49]([CH3:48])=[CH:50][CH:51]=3)(=[O:57])=[O:56])=[CH:15][CH:14]=2)(=[O:11])=[O:10])=[CH:5][CH:4]=1, predict the reactants needed to synthesize it. The reactants are: Cl.[Cl:2][C:3]1[CH:8]=[CH:7][C:6]([S:9]([CH:12]([C:21]2[CH:26]=[C:25]([F:27])[CH:24]=[CH:23][C:22]=2[F:28])[C:13]2[N:18]=[CH:17][C:16]([CH2:19][NH2:20])=[CH:15][CH:14]=2)(=[O:11])=[O:10])=[CH:5][CH:4]=1.C(N(CC)CC)C.Cl.C(N=C=NCCCN(C)C)C.[CH3:48][C:49]1[CH:54]=[CH:53][C:52]([S:55]([NH:58][CH2:59][C:60](O)=[O:61])(=[O:57])=[O:56])=[CH:51][CH:50]=1. (9) Given the product [C:1]([N:9]1[CH2:13][CH:12]([OH:23])[CH2:11][C:10]1=[O:14])(=[O:8])[C:2]1[CH:3]=[CH:4][CH:5]=[CH:6][CH:7]=1, predict the reactants needed to synthesize it. The reactants are: [C:1]([N:9]1[CH2:13][CH2:12][CH2:11][C:10]1=[O:14])(=[O:8])[C:2]1[CH:7]=[CH:6][CH:5]=[CH:4][CH:3]=1.C1(CC(N2CCCC2=O)=[O:23])C=CC=CC=1.